From a dataset of Forward reaction prediction with 1.9M reactions from USPTO patents (1976-2016). Predict the product of the given reaction. Given the reactants [C@@H:1]1(C(O)=O)[CH2:6][CH2:5][CH:4]=[CH:3][CH2:2]1.C1C=CC(P([N:24]=[N+]=[N-])(C2C=CC=CC=2)=O)=CC=1.[F:27][C:28]([F:33])([F:32])[C:29](O)=[O:30].C([O-])([O-])=O.[K+].[K+], predict the reaction product. The product is: [C@@H:1]1([NH:24][C:29](=[O:30])[C:28]([F:33])([F:32])[F:27])[CH2:6][CH2:5][CH:4]=[CH:3][CH2:2]1.